From a dataset of Catalyst prediction with 721,799 reactions and 888 catalyst types from USPTO. Predict which catalyst facilitates the given reaction. (1) Reactant: [F:1][C:2]([F:17])([F:16])[C:3]1[CH:4]=[C:5]([CH2:13][C:14]#[N:15])[CH:6]=[C:7]([C:9]([F:12])([F:11])[F:10])[CH:8]=1.C[Si]([N-][Si](C)(C)C)(C)C.[Na+].Br[CH2:29][C:30]([O:32][CH2:33][CH3:34])=[O:31].O. Product: [F:1][C:2]([F:16])([F:17])[C:3]1[CH:4]=[C:5]([CH:13]([C:14]#[N:15])[CH2:29][C:30]([O:32][CH2:33][CH3:34])=[O:31])[CH:6]=[C:7]([C:9]([F:10])([F:11])[F:12])[CH:8]=1. The catalyst class is: 1. (2) Reactant: Br[C:2]1[CH:3]=[C:4]([Cl:9])[CH:5]=[C:6](Br)[CH:7]=1.[C:10]1(B(O)O)[CH:15]=[CH:14][CH:13]=[CH:12][CH:11]=1.C(=O)([O-])[O-].[Na+].[Na+]. Product: [C:10]1([C:2]2[CH:3]=[C:4]([Cl:9])[CH:5]=[C:6]([C:2]3[CH:3]=[CH:4][CH:5]=[CH:6][CH:7]=3)[CH:7]=2)[CH:15]=[CH:14][CH:13]=[CH:12][CH:11]=1. The catalyst class is: 359. (3) Reactant: C(Cl)(=O)C(Cl)=O.[CH3:7][C:8]1[NH:9][C:10]2[C:15]([CH:16]=1)=[CH:14][C:13]([N+:17]([O-:19])=[O:18])=[CH:12][CH:11]=2.C1(=O)[NH:24][C:23](=O)[C:22]2=CC=CC=C12.NC(=O)C(C1C2C(=CC=C([N+]([O-])=O)C=2)NC=1)=O.B.C1COCC1.C(=O)(O)[O-].[Na+]. Product: [CH3:7][C:8]1[NH:9][C:10]2[C:15]([C:16]=1[CH2:22][CH2:23][NH2:24])=[CH:14][C:13]([N+:17]([O-:19])=[O:18])=[CH:12][CH:11]=2. The catalyst class is: 332. (4) Reactant: [CH3:1][C:2]1[CH:7]=[CH:6][C:5]([C:8]2[C:9]([C:14]([OH:16])=O)=[CH:10][CH:11]=[CH:12][CH:13]=2)=[CH:4][CH:3]=1.O.ON1C2C=CC=CC=2N=N1.Cl.CN(C)CCCN=C=NCC.[C:40]([N:43]1[C:51]2[C:46](=[CH:47][C:48]([NH2:52])=[CH:49][CH:50]=2)[CH2:45][CH2:44]1)(=[O:42])[CH3:41]. Product: [C:40]([N:43]1[C:51]2[C:46](=[CH:47][C:48]([NH:52][C:14]([C:9]3[C:8]([C:5]4[CH:4]=[CH:3][C:2]([CH3:1])=[CH:7][CH:6]=4)=[CH:13][CH:12]=[CH:11][CH:10]=3)=[O:16])=[CH:49][CH:50]=2)[CH2:45][CH2:44]1)(=[O:42])[CH3:41]. The catalyst class is: 255. (5) Reactant: [C:1]([O:5][C:6]([N:8]1[CH2:21][CH2:20][C:11]2[NH:12][C:13]3[CH:14]=[CH:15][C:16]([F:19])=[CH:17][C:18]=3[C:10]=2[CH2:9]1)=[O:7])([CH3:4])([CH3:3])[CH3:2].[O-]P([O-])([O-])=O.[K+].[K+].[K+].I[C:31]1[CH:36]=[CH:35][CH:34]=[CH:33][CH:32]=1.CNCCNC. Product: [C:1]([O:5][C:6]([N:8]1[CH2:21][CH2:20][C:11]2[N:12]([C:31]3[CH:36]=[CH:35][CH:34]=[CH:33][CH:32]=3)[C:13]3[CH:14]=[CH:15][C:16]([F:19])=[CH:17][C:18]=3[C:10]=2[CH2:9]1)=[O:7])([CH3:4])([CH3:2])[CH3:3]. The catalyst class is: 432.